From a dataset of Catalyst prediction with 721,799 reactions and 888 catalyst types from USPTO. Predict which catalyst facilitates the given reaction. Reactant: [Cl-:1].[Cl-].[CH:3]1([Zr+2:12][CH:13]2[C:21]3[CH:16]([CH2:17][CH:18]=[CH:19][CH:20]=3)[CH2:15][CH2:14]2)[C:11]2[CH:6]([CH2:7][CH:8]=[CH:9][CH:10]=2)[CH2:5][CH2:4]1.[Cl-].[Zr+4].[Cl-].[Cl-].[Cl-].[CH2:27](C1C2C(=CC=CC=2)C=C1[Li])[CH3:28]. Product: [Cl-:1].[Cl-:1].[CH:13]1([Zr+2:12][C:3]2[CH:11]([CH2:27][CH3:28])[C:6]3[C:5]([CH:4]=2)=[CH:10][CH:9]=[CH:8][CH:7]=3)[C:21]2[CH:16]([CH2:17][CH:18]=[CH:19][CH:20]=2)[CH2:15][CH2:14]1. The catalyst class is: 11.